This data is from Peptide-MHC class II binding affinity with 134,281 pairs from IEDB. The task is: Regression. Given a peptide amino acid sequence and an MHC pseudo amino acid sequence, predict their binding affinity value. This is MHC class II binding data. The peptide sequence is TAAINKGILVTVNPI. The MHC is DRB1_1501 with pseudo-sequence DRB1_1501. The binding affinity (normalized) is 0.254.